Dataset: NCI-60 drug combinations with 297,098 pairs across 59 cell lines. Task: Regression. Given two drug SMILES strings and cell line genomic features, predict the synergy score measuring deviation from expected non-interaction effect. (1) Drug 1: C1CCC(CC1)NC(=O)N(CCCl)N=O. Drug 2: CC1=CC2C(CCC3(C2CCC3(C(=O)C)OC(=O)C)C)C4(C1=CC(=O)CC4)C. Cell line: HCT116. Synergy scores: CSS=18.8, Synergy_ZIP=-7.96, Synergy_Bliss=-4.12, Synergy_Loewe=-16.1, Synergy_HSA=-2.40. (2) Drug 1: CC1CCC2CC(C(=CC=CC=CC(CC(C(=O)C(C(C(=CC(C(=O)CC(OC(=O)C3CCCCN3C(=O)C(=O)C1(O2)O)C(C)CC4CCC(C(C4)OC)O)C)C)O)OC)C)C)C)OC. Drug 2: CNC(=O)C1=NC=CC(=C1)OC2=CC=C(C=C2)NC(=O)NC3=CC(=C(C=C3)Cl)C(F)(F)F. Cell line: MALME-3M. Synergy scores: CSS=18.9, Synergy_ZIP=-3.84, Synergy_Bliss=3.21, Synergy_Loewe=-16.8, Synergy_HSA=2.07. (3) Drug 1: CC1C(C(CC(O1)OC2CC(CC3=C2C(=C4C(=C3O)C(=O)C5=C(C4=O)C(=CC=C5)OC)O)(C(=O)C)O)N)O.Cl. Drug 2: C(CCl)NC(=O)N(CCCl)N=O. Cell line: SK-MEL-2. Synergy scores: CSS=12.5, Synergy_ZIP=-3.90, Synergy_Bliss=4.91, Synergy_Loewe=4.61, Synergy_HSA=4.64. (4) Synergy scores: CSS=26.4, Synergy_ZIP=-5.72, Synergy_Bliss=-0.609, Synergy_Loewe=2.30, Synergy_HSA=2.86. Cell line: RXF 393. Drug 2: CS(=O)(=O)OCCCCOS(=O)(=O)C. Drug 1: CC1OCC2C(O1)C(C(C(O2)OC3C4COC(=O)C4C(C5=CC6=C(C=C35)OCO6)C7=CC(=C(C(=C7)OC)O)OC)O)O.